Dataset: Forward reaction prediction with 1.9M reactions from USPTO patents (1976-2016). Task: Predict the product of the given reaction. (1) The product is: [F:1][CH2:2][C:3]1[N:4]=[C:5]([CH2:8][OH:9])[S:6][CH:7]=1. Given the reactants [F:1][CH2:2][C:3]1[N:4]=[C:5]([C:8](OCC)=[O:9])[S:6][CH:7]=1.[BH4-].[Na+].[NH4+].[Cl-], predict the reaction product. (2) Given the reactants [NH:1]1[C:9]2[C:4](=[CH:5][CH:6]=[CH:7][CH:8]=2)[CH2:3][C:2]1=[O:10].[Li+].C[Si]([N-][Si](C)(C)C)(C)C.[C:21]1([C:30]2[C:25](=[CH:26][CH:27]=[CH:28][CH:29]=2)[CH:24]([CH2:31][C:32]([OH:34])=[O:33])[O:23]1)=O, predict the reaction product. The product is: [O:10]=[C:2]1[C:3](=[C:21]2[C:30]3[C:25](=[CH:26][CH:27]=[CH:28][CH:29]=3)[CH:24]([CH2:31][C:32]([OH:34])=[O:33])[O:23]2)[C:4]2[C:9](=[CH:8][CH:7]=[CH:6][CH:5]=2)[NH:1]1. (3) Given the reactants Cl[C:2]1[N:6]([C:7]2[CH:12]=[CH:11][CH:10]=[CH:9][CH:8]=2)[N:5]=[C:4]([CH3:13])[CH:3]=1.[NH:14]1[CH2:19][CH2:18][NH:17][CH2:16][CH2:15]1.C([O-])([O-])=O.[K+].[K+], predict the reaction product. The product is: [CH3:13][C:4]1[CH:3]=[C:2]([N:14]2[CH2:19][CH2:18][NH:17][CH2:16][CH2:15]2)[N:6]([C:7]2[CH:12]=[CH:11][CH:10]=[CH:9][CH:8]=2)[N:5]=1. (4) Given the reactants [Cl:1][C:2]1[C:7]([N:8]2[CH2:13][CH2:12][CH:11]([C:14]3[CH:19]=[CH:18][CH:17]=[CH:16][C:15]=3[O:20][CH3:21])[CH2:10][CH2:9]2)=[CH:6][N:5]=[N:4][C:3]=1[NH:22][NH:23][C:24](=O)[CH2:25][CH:26]1[CH2:28][CH2:27]1.P(Cl)(Cl)(Cl)=O, predict the reaction product. The product is: [Cl:1][C:2]1[C:3]2[N:4]([C:24]([CH2:25][CH:26]3[CH2:28][CH2:27]3)=[N:23][N:22]=2)[N:5]=[CH:6][C:7]=1[N:8]1[CH2:9][CH2:10][CH:11]([C:14]2[CH:19]=[CH:18][CH:17]=[CH:16][C:15]=2[O:20][CH3:21])[CH2:12][CH2:13]1. (5) Given the reactants Br[C:2]1[CH:3]=[CH:4][C:5]([O:8][CH3:9])=[N:6][CH:7]=1.C([Li])CCC.[Br:15][C:16]1[CH:21]=[CH:20][C:19]([C@@H:22]([C:30]2[CH:35]=[CH:34][CH:33]=[CH:32][C:31]=2[CH3:36])[CH2:23][C:24](N(OC)C)=[O:25])=[CH:18][CH:17]=1, predict the reaction product. The product is: [Br:15][C:16]1[CH:17]=[CH:18][C:19]([C@@H:22]([C:30]2[CH:35]=[CH:34][CH:33]=[CH:32][C:31]=2[CH3:36])[CH2:23][C:24]([C:2]2[CH:7]=[N:6][C:5]([O:8][CH3:9])=[CH:4][CH:3]=2)=[O:25])=[CH:20][CH:21]=1. (6) Given the reactants [NH:1]1[C:5]([C:6]2[CH:7]=[C:8]([C:12]3[N:17]4[N:18]=[CH:19][C:20]([C:21]([C:23]5[S:24][CH:25]=[CH:26][CH:27]=5)=[O:22])=[C:16]4[N:15]=[CH:14][CH:13]=3)[CH:9]=[CH:10][CH:11]=2)=[N:4][N:3]=[N:2]1.Cl[CH2:29][CH2:30][N:31]1[CH2:36][CH2:35][CH2:34][CH2:33][CH2:32]1, predict the reaction product. The product is: [N:31]1([CH2:30][CH2:29][N:3]2[N:2]=[N:1][C:5]([C:6]3[CH:7]=[C:8]([C:12]4[N:17]5[N:18]=[CH:19][C:20]([C:21]([C:23]6[S:24][CH:25]=[CH:26][CH:27]=6)=[O:22])=[C:16]5[N:15]=[CH:14][CH:13]=4)[CH:9]=[CH:10][CH:11]=3)=[N:4]2)[CH2:36][CH2:35][CH2:34][CH2:33][CH2:32]1. (7) The product is: [F:7][C:8]1[CH:9]=[CH:10][C:11]([CH2:14][CH2:15][CH2:16][CH2:17][CH2:18][OH:19])=[CH:12][CH:13]=1. Given the reactants [H-].[H-].[H-].[H-].[Li+].[Al+3].[F:7][C:8]1[CH:13]=[CH:12][C:11]([CH2:14][CH2:15][CH2:16][CH2:17][C:18](O)=[O:19])=[CH:10][CH:9]=1.O.[OH-].[K+], predict the reaction product. (8) Given the reactants [Cl:1][C:2]1[CH:7]=[CH:6][CH:5]=[CH:4][C:3]=1[CH:8]([O:10][C:11](=[O:29])[NH:12][C:13]1[C:14]([CH3:28])=[N:15][O:16][C:17]=1[C:18]1[CH:23]=[CH:22][C:21]([C:24]#[C:25][CH2:26]O)=[CH:20][CH:19]=1)[CH3:9].[NH:30]1[CH:34]=[C:33]([C:35]([O:37][CH2:38][CH3:39])=[O:36])[CH:32]=[N:31]1, predict the reaction product. The product is: [CH2:38]([O:37][C:35]([C:33]1[CH:34]=[N:30][N:31]([CH2:26][C:25]#[C:24][C:21]2[CH:22]=[CH:23][C:18]([C:17]3[O:16][N:15]=[C:14]([CH3:28])[C:13]=3[NH:12][C:11]([O:10][CH:8]([C:3]3[CH:4]=[CH:5][CH:6]=[CH:7][C:2]=3[Cl:1])[CH3:9])=[O:29])=[CH:19][CH:20]=2)[CH:32]=1)=[O:36])[CH3:39].